This data is from Forward reaction prediction with 1.9M reactions from USPTO patents (1976-2016). The task is: Predict the product of the given reaction. (1) Given the reactants FC(F)(F)C(O)=O.[F:8][C:9]1[CH:10]=[C:11]([CH2:19][C:20]([O:22]C(C)(C)C)=[O:21])[CH:12]=[C:13]([F:18])[C:14]=1[N+:15]([O-:17])=[O:16], predict the reaction product. The product is: [F:8][C:9]1[CH:10]=[C:11]([CH2:19][C:20]([OH:22])=[O:21])[CH:12]=[C:13]([F:18])[C:14]=1[N+:15]([O-:17])=[O:16]. (2) Given the reactants [F:1][C:2]([C:5]1[CH:26]=[CH:25][C:8]([CH2:9][CH:10]([C:16]([C:18]2[CH:23]=[CH:22][C:21]([F:24])=[CH:20][CH:19]=2)=[O:17])[C:11]([O:13][CH2:14][CH3:15])=[O:12])=[CH:7][CH:6]=1)([F:4])[CH3:3].Cl, predict the reaction product. The product is: [F:1][C:2]([C:5]1[CH:26]=[CH:25][C:8]([CH2:9][CH:10]([CH:16]([C:18]2[CH:19]=[CH:20][C:21]([F:24])=[CH:22][CH:23]=2)[OH:17])[C:11]([O:13][CH2:14][CH3:15])=[O:12])=[CH:7][CH:6]=1)([F:4])[CH3:3]. (3) Given the reactants C1(O[C:8](=[O:29])[NH:9][C:10]2[S:14][N:13]=[C:12]([O:15][CH2:16][C:17]3[CH:22]=[C:21]([F:23])[C:20]([CH3:24])=[CH:19][C:18]=3[F:25])[C:11]=2[C:26](=[O:28])[NH2:27])C=CC=CC=1.[NH2:30][CH2:31][CH2:32][CH2:33][CH2:34][N:35]1[CH2:40][CH2:39][CH2:38][CH:37]([OH:41])[CH2:36]1, predict the reaction product. The product is: [F:25][C:18]1[CH:19]=[C:20]([CH3:24])[C:21]([F:23])=[CH:22][C:17]=1[CH2:16][O:15][C:12]1[C:11]([C:26]([NH2:27])=[O:28])=[C:10]([NH:9][C:8]([NH:30][CH2:31][CH2:32][CH2:33][CH2:34][N:35]2[CH2:40][CH2:39][CH2:38][CH:37]([OH:41])[CH2:36]2)=[O:29])[S:14][N:13]=1. (4) Given the reactants [F:1][C:2]1[CH:9]=[C:8]([O:10][CH2:11][C:12]2[CH:13]=[N:14][C:15]([O:18][CH3:19])=[CH:16][CH:17]=2)[C:7]([O:20][CH3:21])=[CH:6][C:3]=1[C:4]#[N:5].[H-].[Al+3].[Li+].[H-].[H-].[H-], predict the reaction product. The product is: [F:1][C:2]1[CH:9]=[C:8]([O:10][CH2:11][C:12]2[CH:13]=[N:14][C:15]([O:18][CH3:19])=[CH:16][CH:17]=2)[C:7]([O:20][CH3:21])=[CH:6][C:3]=1[CH2:4][NH2:5]. (5) Given the reactants [C:1]([C:3]1[CH:4]=[C:5]([CH:9]=[CH:10][C:11]=1[F:12])[C:6](O)=O)#[N:2].[NH2:13][NH:14][C:15]([NH2:17])=[S:16].O=P(Cl)(Cl)Cl.[OH-].[Na+], predict the reaction product. The product is: [NH2:17][C:15]1[S:16][C:6]([C:5]2[CH:9]=[CH:10][C:11]([F:12])=[C:3]([CH:4]=2)[C:1]#[N:2])=[N:13][N:14]=1. (6) Given the reactants [F:1][C:2]1[CH:3]=[C:4]([NH2:30])[CH:5]=[CH:6][C:7]=1[O:8][C:9]1[CH:14]=[CH:13][N:12]=[C:11]2[CH:15]=[C:16]([C:18]3[CH:23]=[CH:22][C:21]([CH2:24][N:25]4[CH2:29][CH2:28][CH2:27][CH2:26]4)=[CH:20][CH:19]=3)[S:17][C:10]=12.[CH3:31][O:32][C:33]1[CH:38]=[CH:37][CH:36]=[CH:35][C:34]=1[NH:39][C:40](=[O:45])[CH2:41][C:42](O)=[O:43].C1C=CC2N(O)N=NC=2C=1.C(Cl)CCl, predict the reaction product. The product is: [F:1][C:2]1[CH:3]=[C:4]([NH:30][C:42](=[O:43])[CH2:41][C:40]([NH:39][C:34]2[CH:35]=[CH:36][CH:37]=[CH:38][C:33]=2[O:32][CH3:31])=[O:45])[CH:5]=[CH:6][C:7]=1[O:8][C:9]1[CH:14]=[CH:13][N:12]=[C:11]2[CH:15]=[C:16]([C:18]3[CH:19]=[CH:20][C:21]([CH2:24][N:25]4[CH2:29][CH2:28][CH2:27][CH2:26]4)=[CH:22][CH:23]=3)[S:17][C:10]=12. (7) Given the reactants [NH2:1][C:2]1[N:6]([C:7]2[CH:12]=[CH:11][CH:10]=[CH:9][CH:8]=2)[NH:5][C:4](=[O:13])[C:3]=1[CH3:14].CC(N(C)C)=O.CS(O[CH2:26][CH:27]1[CH2:32][CH2:31][N:30]([C:33]([O:35][C:36]([CH3:39])([CH3:38])[CH3:37])=[O:34])[CH2:29][CH2:28]1)(=O)=O.C(=O)([O-])[O-].[Cs+].[Cs+], predict the reaction product. The product is: [NH2:1][C:2]1[N:6]([C:7]2[CH:12]=[CH:11][CH:10]=[CH:9][CH:8]=2)[N:5]=[C:4]([O:13][CH2:26][CH:27]2[CH2:32][CH2:31][N:30]([C:33]([O:35][C:36]([CH3:37])([CH3:39])[CH3:38])=[O:34])[CH2:29][CH2:28]2)[C:3]=1[CH3:14].